From a dataset of Full USPTO retrosynthesis dataset with 1.9M reactions from patents (1976-2016). Predict the reactants needed to synthesize the given product. (1) Given the product [C:1]([N:4]1[CH2:8][CH2:7][CH:6]([F:9])[CH:5]1[C:10]1[C:15]([O:42][C:39]2[CH:38]=[CH:37][C:36]([C:31]3[CH:32]=[CH:33][CH:34]=[CH:35][C:30]=3[F:29])=[CH:41][CH:40]=2)=[CH:14][C:13]2[N:17]=[C:18]([C:20]3[CH:25]=[CH:24][CH:23]=[CH:22][N:21]=3)[NH:26][C:12]=2[CH:11]=1)(=[O:3])[CH3:2], predict the reactants needed to synthesize it. The reactants are: [C:1]([N:4]1[CH2:8][CH2:7][CH:6]([F:9])[CH:5]1[C:10]1[C:15](F)=[CH:14][C:13]([NH:17][C:18]([C:20]2[CH:25]=[CH:24][CH:23]=[CH:22][N:21]=2)=O)=[C:12]([N+:26]([O-])=O)[CH:11]=1)(=[O:3])[CH3:2].[F:29][C:30]1[CH:35]=[CH:34][CH:33]=[CH:32][C:31]=1[C:36]1[CH:41]=[CH:40][C:39]([OH:42])=[CH:38][CH:37]=1. (2) Given the product [CH2:1]([NH:5][C:6]1[CH:14]=[CH:13][C:12]([F:15])=[CH:11][C:7]=1[C:8]([NH:35][C:30]([CH3:16])([CH2:29][CH3:28])[C:31]#[CH:32])=[O:10])[CH2:2][CH2:3][CH3:4], predict the reactants needed to synthesize it. The reactants are: [CH2:1]([NH:5][C:6]1[CH:14]=[CH:13][C:12]([F:15])=[CH:11][C:7]=1[C:8]([OH:10])=O)[CH2:2][CH2:3][CH3:4].[CH3:16]CN=C=NCCCN(C)C.C1[CH:28]=[CH:29][C:30]2[N:35](O)N=N[C:31]=2[CH:32]=1.CCN(C(C)C)C(C)C. (3) Given the product [I:13][C:2]1[CH:7]=[CH:6][CH:5]=[CH:4][C:3]=1[C@@H:8]([OH:10])[CH3:9], predict the reactants needed to synthesize it. The reactants are: Br[C:2]1[CH:7]=[CH:6][CH:5]=[CH:4][C:3]=1[C@@H:8]([OH:10])[CH3:9].O.O.[I-:13].[Na+].